Dataset: Reaction yield outcomes from USPTO patents with 853,638 reactions. Task: Predict the reaction yield, written as a fraction of the theoretical maximum amount of product (1.0 means a 100% yield; for example, 0.34 means a 34% yield). The reactants are [CH2:1]([O:8][C:9]1[CH:14]=[CH:13][CH:12]=[CH:11][C:10]=1[CH2:15][S:16]([OH:19])(=O)=[O:17])[C:2]1[CH:7]=[CH:6][CH:5]=[CH:4][CH:3]=1.C(Cl)(=O)C([Cl:23])=O. The catalyst is CN(C)C=O.O1CCCC1. The product is [CH2:1]([O:8][C:9]1[CH:14]=[CH:13][CH:12]=[CH:11][C:10]=1[CH2:15][S:16]([Cl:23])(=[O:19])=[O:17])[C:2]1[CH:7]=[CH:6][CH:5]=[CH:4][CH:3]=1. The yield is 0.770.